This data is from CYP2C19 inhibition data for predicting drug metabolism from PubChem BioAssay. The task is: Regression/Classification. Given a drug SMILES string, predict its absorption, distribution, metabolism, or excretion properties. Task type varies by dataset: regression for continuous measurements (e.g., permeability, clearance, half-life) or binary classification for categorical outcomes (e.g., BBB penetration, CYP inhibition). Dataset: cyp2c19_veith. (1) The drug is O=C(O)c1cc(N=Nc2ccc(S(=O)(=O)Nc3ccccn3)cc2)ccc1O. The result is 0 (non-inhibitor). (2) The drug is CCSc1nc2c(c(=O)[nH]1)C(c1ccccn1)C1=C(CC(C)(C)CC1=O)N2. The result is 0 (non-inhibitor). (3) The drug is COc1ncc2nc(-c3ccc(F)cc3)c(=O)n(C[C@H]3CCCO3)c2n1. The result is 1 (inhibitor). (4) The drug is COc1ccc(-n2c(N)c(C(=O)NCc3ccco3)sc2=S)cc1. The result is 1 (inhibitor). (5) The result is 0 (non-inhibitor). The drug is O=S(=O)(c1cccc2ncccc12)N1CCNCC1. (6) The molecule is O=C(/C=C\c1ccc(O)c(O)c1)O[C@@H]1C[C@](O)(C(=O)O)C[C@@H](O)[C@@H]1O. The result is 0 (non-inhibitor). (7) The drug is Cc1cc([N+](=O)[O-])c(C)c(Br)c1C. The result is 0 (non-inhibitor).